Dataset: Full USPTO retrosynthesis dataset with 1.9M reactions from patents (1976-2016). Task: Predict the reactants needed to synthesize the given product. (1) The reactants are: [NH2:1][C:2]1[N:6]([C:7]2[CH:8]=[C:9]([N:13]([CH3:19])[CH2:14][CH2:15][N:16]([CH3:18])[CH3:17])[CH:10]=[CH:11][CH:12]=2)[N:5]=[C:4]([C:20]([CH3:23])([CH3:22])[CH3:21])[CH:3]=1.N1C=CC=CC=1.Cl[C:31]([O:33][C:34]1[CH:39]=[CH:38][CH:37]=[CH:36][CH:35]=1)=[O:32]. Given the product [C:34]1([O:33][C:31](=[O:32])[NH:1][C:2]2[N:6]([C:7]3[CH:12]=[CH:11][CH:10]=[C:9]([N:13]([CH2:14][CH2:15][N:16]([CH3:18])[CH3:17])[CH3:19])[CH:8]=3)[N:5]=[C:4]([C:20]([CH3:23])([CH3:22])[CH3:21])[CH:3]=2)[CH:39]=[CH:38][CH:37]=[CH:36][CH:35]=1, predict the reactants needed to synthesize it. (2) Given the product [NH2:47][CH2:46][C@H:43]1[CH2:44][CH2:45][C@H:40]([C:38]([NH:37][C@@H:22]([CH2:21][C:18]2[CH:17]=[CH:16][C:15]([C:3]3[CH:4]=[CH:5][C:6]([C:8]([N:10]4[CH2:11][CH2:12][CH2:13][CH2:14]4)=[O:9])=[CH:7][C:2]=3[CH3:1])=[CH:20][CH:19]=2)[C:23](=[O:36])[NH:24][C:25]2[CH:26]=[CH:27][C:28]([C:31]3[N:35]=[N:34][NH:33][N:32]=3)=[CH:29][CH:30]=2)=[O:39])[CH2:41][CH2:42]1, predict the reactants needed to synthesize it. The reactants are: [CH3:1][C:2]1[CH:7]=[C:6]([C:8]([N:10]2[CH2:14][CH2:13][CH2:12][CH2:11]2)=[O:9])[CH:5]=[CH:4][C:3]=1[C:15]1[CH:20]=[CH:19][C:18]([CH2:21][C@H:22]([NH:37][C:38]([C@H:40]2[CH2:45][CH2:44][C@H:43]([CH2:46][NH:47]C(=O)OC(C)(C)C)[CH2:42][CH2:41]2)=[O:39])[C:23](=[O:36])[NH:24][C:25]2[CH:30]=[CH:29][C:28]([C:31]3[N:32]=[N:33][NH:34][N:35]=3)=[CH:27][CH:26]=2)=[CH:17][CH:16]=1.Cl. (3) Given the product [CH:1]1([N:4]2[C:8]3[C:9]([O:22][C@@H:23]([C@H:25]4[CH2:29][NH:28][C:27](=[O:30])[CH2:26]4)[CH3:24])=[CH:10][C:11]([C:32]4[NH:36][C:35]([CH3:44])=[N:34][CH:33]=4)=[CH:12][C:7]=3[N:6]=[CH:5]2)[CH2:3][CH2:2]1, predict the reactants needed to synthesize it. The reactants are: [CH:1]1([N:4]2[C:8]3[C:9]([O:22][C@@H:23]([C@H:25]4[CH2:29][NH:28][C:27](=[O:30])[CH2:26]4)[CH3:24])=[CH:10][C:11](B4OC(C)(C)C(C)(C)O4)=[CH:12][C:7]=3[N:6]=[CH:5]2)[CH2:3][CH2:2]1.I[C:32]1[N:36](C(OC(C)(C)C)=O)[C:35]([CH3:44])=[N:34][CH:33]=1.[O-]P([O-])([O-])=O.[K+].[K+].[K+].N#N. (4) Given the product [Br:1][C:2]1[CH:3]=[N:4][CH:5]=[C:6]([CH:10]=1)[C:7]([N:19]([O:14][CH3:13])[CH3:18])=[O:8], predict the reactants needed to synthesize it. The reactants are: [Br:1][C:2]1[CH:3]=[N:4][CH:5]=[C:6]([CH:10]=1)[C:7](O)=[O:8].C(Cl)([C:13](Cl)=[O:14])=O.C[CH2:18][N:19](CC)CC.Cl. (5) Given the product [NH3:1].[C:2]([OH:7])(=[O:8])/[CH:3]=[CH:4]\[C:5]([NH2:1])=[O:6], predict the reactants needed to synthesize it. The reactants are: [NH3:1].[C:2]1(=[O:8])[O:7][C:5](=[O:6])[CH:4]=[CH:3]1. (6) The reactants are: [C:1]1([CH:7]([C:19]2[CH:24]=[CH:23][CH:22]=[CH:21][CH:20]=2)[CH2:8][N:9](C2C=CC=CC=2)[C:10](=[O:12])[O-])[CH:6]=[CH:5][CH:4]=[CH:3][CH:2]=1.[CH3:25][C:26]1[CH:27]=[C:28]([N:33]2[CH2:38][CH2:37][NH:36][CH2:35][CH2:34]2)[CH:29]=[C:30]([CH3:32])[CH:31]=1.C1CCN2C(=NCCC2)CC1. Given the product [C:19]1([CH:7]([C:1]2[CH:2]=[CH:3][CH:4]=[CH:5][CH:6]=2)[CH2:8][NH:9][C:10]([N:36]2[CH2:37][CH2:38][N:33]([C:28]3[CH:29]=[C:30]([CH3:32])[CH:31]=[C:26]([CH3:25])[CH:27]=3)[CH2:34][CH2:35]2)=[O:12])[CH:20]=[CH:21][CH:22]=[CH:23][CH:24]=1, predict the reactants needed to synthesize it. (7) Given the product [OH:2][CH2:3][C@@H:4]1[O:8][C:7](=[O:9])[N:6]([C:10]2[CH:15]=[CH:14][C:13]([N:16]3[CH2:17][CH2:18][N:19]([C:31]4[CH:36]=[CH:35][C:34]([C:37]#[N:38])=[CH:33][N:32]=4)[CH2:20][CH2:21]3)=[C:12]([F:22])[CH:11]=2)[CH2:5]1, predict the reactants needed to synthesize it. The reactants are: Cl.[OH:2][CH2:3][C@@H:4]1[O:8][C:7](=[O:9])[N:6]([C:10]2[CH:15]=[CH:14][C:13]([N:16]3[CH2:21][CH2:20][NH:19][CH2:18][CH2:17]3)=[C:12]([F:22])[CH:11]=2)[CH2:5]1.C(N(CC)CC)C.Cl[C:31]1[CH:36]=[CH:35][C:34]([C:37]#[N:38])=[CH:33][N:32]=1. (8) Given the product [ClH:41].[CH:1]1([CH2:4][N:5]([CH2:28][CH:29]2[CH2:34][CH2:33][O:32][CH2:31][CH2:30]2)[C:6]2[C:7]([O:26][CH3:27])=[N:8][N:9]3[C:13]([C:14]4[C:15]([O:24][CH3:25])=[CH:16][C:17]([C:18]#[N:19])=[CH:20][C:21]=4[O:22][CH3:23])=[CH:12][S:11][C:10]=23)[CH2:2][CH2:3]1, predict the reactants needed to synthesize it. The reactants are: [CH:1]1([CH2:4][N:5]([CH2:28][CH:29]2[CH2:34][CH2:33][O:32][CH2:31][CH2:30]2)[C:6]2[C:7]([O:26][CH3:27])=[N:8][N:9]3[C:13]([C:14]4[C:21]([O:22][CH3:23])=[CH:20][C:17]([C:18]#[N:19])=[CH:16][C:15]=4[O:24][CH3:25])=[CH:12][S:11][C:10]=23)[CH2:3][CH2:2]1.C(OCC)(=O)C.[ClH:41].